Dataset: Reaction yield outcomes from USPTO patents with 853,638 reactions. Task: Predict the reaction yield, written as a fraction of the theoretical maximum amount of product (1.0 means a 100% yield; for example, 0.34 means a 34% yield). (1) The reactants are [C:1]1([C:31]2[CH:36]=[CH:35][CH:34]=[CH:33][CH:32]=2)[CH:6]=[CH:5][C:4]([C:7]2[CH:11]=[CH:10][N:9]([C@@H:12]([C:17]([NH:19][C@H:20]([C:25](=[O:30])N(OC)C)[CH2:21][CH:22]([CH3:24])[CH3:23])=[O:18])[CH2:13][C:14]([OH:16])=[O:15])[CH:8]=2)=[CH:3][CH:2]=1.[CH3:37][Mg]Br. The catalyst is C1COCC1. The product is [C:25]([C@@H:20]([NH:19][C:17](=[O:18])[C@H:12]([N:9]1[CH:10]=[CH:11][C:7]([C:4]2[CH:5]=[CH:6][C:1]([C:31]3[CH:32]=[CH:33][CH:34]=[CH:35][CH:36]=3)=[CH:2][CH:3]=2)=[CH:8]1)[CH2:13][C:14]([OH:16])=[O:15])[CH2:21][CH:22]([CH3:24])[CH3:23])(=[O:30])[CH3:37]. The yield is 0.460. (2) The reactants are C[O:2][C:3]([C:5]1[N:10]=[C:9]([Cl:11])[CH:8]=[C:7]([N:12]2[CH2:17][CH2:16][O:15][CH2:14][CH2:13]2)[N:6]=1)=O.[BH4-].[Na+]. The catalyst is C1COCC1.CCO. The product is [Cl:11][C:9]1[CH:8]=[C:7]([N:12]2[CH2:17][CH2:16][O:15][CH2:14][CH2:13]2)[N:6]=[C:5]([CH2:3][OH:2])[N:10]=1. The yield is 0.860. (3) The reactants are C(=O)([O-])[O-].[K+].[K+].[Br:7][C:8]1[CH:13]=[CH:12][CH:11]=[CH:10][C:9]=1B(O)O.Br[C:18]1[CH:23]=[C:22]([O:24][CH3:25])[CH:21]=[C:20]([O:26][CH3:27])[CH:19]=1.N#N.C1(P(C2C=CC=CC=2)C2C=CC=CC=2)C=CC=CC=1. The catalyst is C([O-])(=O)C.[Pd+2].C([O-])(=O)C.COCCOC.O. The product is [Br:7][C:8]1[CH:13]=[CH:12][CH:11]=[CH:10][C:9]=1[C:18]1[CH:23]=[C:22]([O:24][CH3:25])[CH:21]=[C:20]([O:26][CH3:27])[CH:19]=1. The yield is 0.480. (4) The reactants are OC(C(F)(F)F)=O.[CH3:8][CH:9]1[NH:14][CH2:13][CH2:12][N:11]([CH2:15][C:16]2[CH:23]=[CH:22][C:19]([C:20]#[N:21])=[CH:18][N:17]=2)[CH2:10]1.[F:24][C:25]([F:38])([F:37])[C:26]1[O:30][N:29]=[C:28]([CH2:31][CH2:32][CH2:33][C:34](O)=[O:35])[N:27]=1. No catalyst specified. The product is [CH3:8][CH:9]1[N:14]([C:34](=[O:35])[CH2:33][CH2:32][CH2:31][C:28]2[N:27]=[C:26]([C:25]([F:37])([F:38])[F:24])[O:30][N:29]=2)[CH2:13][CH2:12][N:11]([CH2:15][C:16]2[CH:23]=[CH:22][C:19]([C:20]#[N:21])=[CH:18][N:17]=2)[CH2:10]1. The yield is 0.160. (5) The reactants are [Cl:1][C:2]1[N:7]=[C:6]([NH:8][CH3:9])[C:5]([CH2:10][NH:11][C:12]2[CH:13]=[C:14]([NH:19][C:20](=[O:31])[C:21]3[CH:26]=[CH:25][CH:24]=[C:23]([C:27]([F:30])([F:29])[F:28])[CH:22]=3)[CH:15]=[CH:16][C:17]=2[CH3:18])=[CH:4][N:3]=1.C(N(CC)CC)C.ClC(Cl)([O:42]C(=O)OC(Cl)(Cl)Cl)Cl. The catalyst is C1COCC1. The product is [Cl:1][C:2]1[N:7]=[C:6]2[NH:8][C:9](=[O:42])[N:11]([C:12]3[CH:13]=[C:14]([NH:19][C:20](=[O:31])[C:21]4[CH:26]=[CH:25][CH:24]=[C:23]([C:27]([F:28])([F:29])[F:30])[CH:22]=4)[CH:15]=[CH:16][C:17]=3[CH3:18])[CH2:10][C:5]2=[CH:4][N:3]=1. The yield is 0.710.